Dataset: Catalyst prediction with 721,799 reactions and 888 catalyst types from USPTO. Task: Predict which catalyst facilitates the given reaction. Reactant: [O:1]=[C:2]1[C:7]2[N:8]([CH2:15][CH2:16][CH2:17][CH2:18][CH3:19])[C:9]3[CH:10]=[CH:11][CH:12]=[CH:13][C:14]=3[C:6]=2[N:5]=[C:4]([S:20][CH2:21][C:22]([OH:24])=O)[N:3]1[C:25]1[CH:30]=[CH:29][CH:28]=[CH:27][CH:26]=1.CN(C(ON1N=NC2C=CC=NC1=2)=[N+](C)C)C.F[P-](F)(F)(F)(F)F.C(N(CC)CC)C.[CH:62]1([NH2:68])[CH2:67][CH2:66][CH2:65][CH2:64][CH2:63]1. Product: [CH:62]1([NH:68][C:22](=[O:24])[CH2:21][S:20][C:4]2[N:3]([C:25]3[CH:26]=[CH:27][CH:28]=[CH:29][CH:30]=3)[C:2](=[O:1])[C:7]3[N:8]([CH2:15][CH2:16][CH2:17][CH2:18][CH3:19])[C:9]4[CH:10]=[CH:11][CH:12]=[CH:13][C:14]=4[C:6]=3[N:5]=2)[CH2:67][CH2:66][CH2:65][CH2:64][CH2:63]1. The catalyst class is: 3.